This data is from Peptide-MHC class I binding affinity with 185,985 pairs from IEDB/IMGT. The task is: Regression. Given a peptide amino acid sequence and an MHC pseudo amino acid sequence, predict their binding affinity value. This is MHC class I binding data. (1) The peptide sequence is GMLSSLHTL. The MHC is HLA-A03:01 with pseudo-sequence HLA-A03:01. The binding affinity (normalized) is 0.0847. (2) The peptide sequence is ALEEGRKYV. The MHC is HLA-A02:16 with pseudo-sequence HLA-A02:16. The binding affinity (normalized) is 0.820.